The task is: Predict the reaction yield, written as a fraction of the theoretical maximum amount of product (1.0 means a 100% yield; for example, 0.34 means a 34% yield).. This data is from Reaction yield outcomes from USPTO patents with 853,638 reactions. (1) The reactants are [F:1][C:2]([F:21])([F:20])[CH:3]([OH:19])[CH2:4][N:5]1[CH2:10][CH2:9][CH2:8][CH:7]([C:11]2[CH:16]=[CH:15][CH:14]=[C:13]([O:17][CH3:18])[CH:12]=2)[CH2:6]1.C(#N)C.[Cl:25][C:26]1[CH:31]=[CH:30][C:29]([N:32]=[C:33]=[O:34])=[CH:28][CH:27]=1. The catalyst is ClCCl. The product is [ClH:25].[F:21][C:2]([F:1])([F:20])[CH:3]([O:19][C:33](=[O:34])[NH:32][C:29]1[CH:30]=[CH:31][C:26]([Cl:25])=[CH:27][CH:28]=1)[CH2:4][N:5]1[CH2:10][CH2:9][CH2:8][CH:7]([C:11]2[CH:16]=[CH:15][CH:14]=[C:13]([O:17][CH3:18])[CH:12]=2)[CH2:6]1. The yield is 0.920. (2) The reactants are [C:1]([C:4]1[C:9]([C:10]2[CH:15]=[CH:14][CH:13]=[CH:12][CH:11]=2)=[N:8][N:7]([CH2:16][CH3:17])[C:6](=[O:18])[C:5]=1[N+:19]([O-])=O)(=[O:3])[CH3:2].[CH3:22][O:23][C:24]([C:26]1[CH:27]=[CH:28][C:29](N)=[C:30]2[C:35]=1[N:34]=[CH:33][CH:32]=[CH:31]2)=[O:25]. The catalyst is C(O)C. The product is [C:1]([C:4]1[C:9]([C:10]2[CH:15]=[CH:14][CH:13]=[CH:12][CH:11]=2)=[N:8][N:7]([CH2:16][CH3:17])[C:6](=[O:18])[C:5]=1[NH:19][C:29]1[CH:28]=[CH:27][C:26]([C:24]([O:23][CH3:22])=[O:25])=[C:35]2[C:30]=1[CH:31]=[CH:32][CH:33]=[N:34]2)(=[O:3])[CH3:2]. The yield is 0.0300.